This data is from Reaction yield outcomes from USPTO patents with 853,638 reactions. The task is: Predict the reaction yield, written as a fraction of the theoretical maximum amount of product (1.0 means a 100% yield; for example, 0.34 means a 34% yield). (1) The reactants are Cl.C([N:4]=C=NCCCN(C)C)C.Cl.[CH3:14][O:15][C:16]1[CH:17]=[C:18]2[C:23](=[C:24]3[CH2:28][C:27]([CH3:30])([CH3:29])[O:26][C:25]=13)[C:22]([C:31]1[CH:32]=[C:33]([CH:41]=[CH:42][CH:43]=1)[C:34]([NH:36][CH2:37][C:38](O)=[O:39])=[O:35])=[N:21][C:20]([CH3:45])([CH3:44])[CH2:19]2.O.ON1C2C=CC=CC=2N=N1.N. The catalyst is CN(C)C=O.O. The product is [NH2:4][C:38](=[O:39])[CH2:37][NH:36][C:34](=[O:35])[C:33]1[CH:41]=[CH:42][CH:43]=[C:31]([C:22]2[C:23]3[C:18](=[CH:17][C:16]([O:15][CH3:14])=[C:25]4[O:26][C:27]([CH3:29])([CH3:30])[CH2:28][C:24]4=3)[CH2:19][C:20]([CH3:45])([CH3:44])[N:21]=2)[CH:32]=1. The yield is 0.580. (2) The reactants are [F:1][C:2]1[CH:9]=[CH:8][C:7]([CH2:10][C:11]2[NH:12][C:13]([C:26]3[CH:31]=[CH:30][CH:29]=[C:28]([CH3:32])[N:27]=3)=[C:14]([C:16]3[CH:17]=[C:18]4[C:23](=[CH:24][CH:25]=3)[N:22]=[CH:21][CH:20]=[CH:19]4)[N:15]=2)=[CH:6][C:3]=1[C:4]#[N:5].[N-:33]=[N+:34]=[N-:35].[Na+].[OH-].[Na+]. The catalyst is C1(C)C=CC=CC=1. The product is [F:1][C:2]1[CH:9]=[CH:8][C:7]([CH2:10][C:11]2[NH:12][C:13]([C:26]3[CH:31]=[CH:30][CH:29]=[C:28]([CH3:32])[N:27]=3)=[C:14]([C:16]3[CH:17]=[C:18]4[C:23](=[CH:24][CH:25]=3)[N:22]=[CH:21][CH:20]=[CH:19]4)[N:15]=2)=[CH:6][C:3]=1[C:4]1[NH:35][N:34]=[N:33][N:5]=1. The yield is 0.510.